From a dataset of Full USPTO retrosynthesis dataset with 1.9M reactions from patents (1976-2016). Predict the reactants needed to synthesize the given product. (1) The reactants are: [CH3:1][N:2]1[CH2:7][CH2:6][NH:5][CH2:4][CH2:3]1.F[C:9]1[CH:29]=[CH:28][C:12]([C:13]([NH:15][C:16]2[N:17]=[CH:18][N:19]3[C:23]([C:24]([F:27])([F:26])[F:25])=[CH:22][S:21][C:20]=23)=[O:14])=[CH:11][CH:10]=1. Given the product [CH3:1][N:2]1[CH2:7][CH2:6][N:5]([C:9]2[CH:29]=[CH:28][C:12]([C:13]([NH:15][C:16]3[N:17]=[CH:18][N:19]4[C:23]([C:24]([F:27])([F:26])[F:25])=[CH:22][S:21][C:20]=34)=[O:14])=[CH:11][CH:10]=2)[CH2:4][CH2:3]1, predict the reactants needed to synthesize it. (2) Given the product [CH3:6][C:7]1[CH:12]=[CH:11][C:10]([S:13]([O:16][C@@H:17]2[CH2:21][O:20][C@@H:19]3[C@@H:1]([Br:5])[CH2:23][O:24][C@H:18]23)(=[O:15])=[O:14])=[CH:9][CH:8]=1, predict the reactants needed to synthesize it. The reactants are: [C:1]([Br:5])(Br)(Br)Br.[CH3:6][C:7]1[CH:12]=[CH:11][C:10]([S:13]([O:16][C@@H:17]2[CH2:21][O:20][C@@H:19]3[C@H](O)[CH2:23][O:24][C@H:18]23)(=[O:15])=[O:14])=[CH:9][CH:8]=1.C1(P(C2C=CC=CC=2)C2C=CC=CC=2)C=CC=CC=1.O.